From a dataset of Forward reaction prediction with 1.9M reactions from USPTO patents (1976-2016). Predict the product of the given reaction. (1) Given the reactants [CH3:1][C:2]1[N:6]2[C:7]3[C:12]([CH:13]=[CH:14][C:5]2=[N:4][N:3]=1)=[C:11]([CH2:15][CH:16]=O)[CH:10]=[CH:9][CH:8]=3.COC(O)CC1C=CC=C2C=1C=CC1N2C(C)=NN=1.[CH3:37][C:38]1[CH:47]=[CH:46][C:45]2[C:40](=[CH:41][CH:42]=[CH:43][C:44]=2[N:48]2[CH2:53][CH2:52][NH:51][C@H:50](C)[CH2:49]2)[N:39]=1.C(O[BH-](OC(=O)C)OC(=O)C)(=O)C.[Na+].[Cl:69]CCCl.C(#N)C, predict the reaction product. The product is: [ClH:69].[ClH:69].[CH3:1][C:2]1[N:6]2[C:7]3[C:12]([CH:13]=[CH:14][C:5]2=[N:4][N:3]=1)=[C:11]([CH2:15][CH2:16][N:51]1[CH2:52][CH2:53][N:48]([C:44]2[CH:43]=[CH:42][CH:41]=[C:40]4[C:45]=2[CH:46]=[CH:47][C:38]([CH3:37])=[N:39]4)[CH2:49][CH2:50]1)[CH:10]=[CH:9][CH:8]=3. (2) Given the reactants COC1C=CC(C([O:22][C@@H:23]2[C@@H:27]([CH2:28]OC(C3C=CC=CC=3)(C3C=CC(OC)=CC=3)C3C=CC(OC)=CC=3)[O:26][C@@H:25]([N:53]3[CH:60]=[CH:59][C:57](=[O:58])[NH:56][C:54]3=[O:55])[C@@H:24]2[F:61])(C2C=CC=CC=2)C2C=CC(OC)=CC=2)=CC=1.C(O)(=O)C, predict the reaction product. The product is: [F:61][C@@H:24]1[C@H:23]([OH:22])[C@@H:27]([CH3:28])[O:26][C@H:25]1[N:53]1[CH:60]=[CH:59][C:57](=[O:58])[NH:56][C:54]1=[O:55].